This data is from Catalyst prediction with 721,799 reactions and 888 catalyst types from USPTO. The task is: Predict which catalyst facilitates the given reaction. (1) Reactant: O[CH:2]=[C:3]1[C:12]2([CH2:17][CH2:16][N:15](C(OC(C)(C)C)=O)[CH2:14][CH2:13]2)[O:11][C:10]2[C:5](=[CH:6][CH:7]=[CH:8][CH:9]=2)[C:4]1=O.[NH2:26][N:27]([CH2:35][CH2:36][O:37][CH3:38])C(=O)OC(C)(C)C.[ClH:39].O1CCOCC1. Product: [ClH:39].[CH3:38][O:37][CH2:36][CH2:35][N:27]1[C:4]2[C:5]3[CH:6]=[CH:7][CH:8]=[CH:9][C:10]=3[O:11][C:12]3([CH2:13][CH2:14][NH:15][CH2:16][CH2:17]3)[C:3]=2[CH:2]=[N:26]1. The catalyst class is: 8. (2) Reactant: [C:1]([C:3]1[CH:8]=[CH:7][C:6]([C:9]2[CH:13]=[C:12]([C:14]([O:16]CC)=[O:15])[N:11]([CH3:19])[N:10]=2)=[CH:5][CH:4]=1)#[N:2].[Li+].[OH-].O.Cl. Product: [C:1]([C:3]1[CH:4]=[CH:5][C:6]([C:9]2[CH:13]=[C:12]([C:14]([OH:16])=[O:15])[N:11]([CH3:19])[N:10]=2)=[CH:7][CH:8]=1)#[N:2]. The catalyst class is: 36. (3) Reactant: [CH:1]1([N:7]([CH2:18][CH3:19])[C:8](=O)[CH2:9][CH2:10][C:11]2[CH:16]=[CH:15][CH:14]=[CH:13][CH:12]=2)[CH2:6][CH2:5][CH2:4][CH2:3][CH2:2]1.[H-].[Al+3].[Li+].[H-].[H-].[H-].O.O.O.O.O.O.O.O.O.O.S([O-])([O-])(=O)=O.[Na+].[Na+]. Product: [C:11]1([CH2:10][CH2:9][CH2:8][N:7]([CH:1]2[CH2:2][CH2:3][CH2:4][CH2:5][CH2:6]2)[CH2:18][CH3:19])[CH:16]=[CH:15][CH:14]=[CH:13][CH:12]=1. The catalyst class is: 7. (4) Product: [Cl:37][C:34]1[CH:35]=[CH:36][C:31]([N:24]([CH2:23][C@@H:10]2[C@@H:11]([O:13][C:14]3[CH:19]=[CH:18][CH:17]=[C:16]([CH:20]([CH3:22])[CH3:21])[CH:15]=3)[CH2:12][NH:8][CH2:9]2)[C:25]2[CH:26]=[CH:27][CH:28]=[CH:29][CH:30]=2)=[CH:32][CH:33]=1. Reactant: C(OC([N:8]1[CH2:12][C@H:11]([O:13][C:14]2[CH:19]=[CH:18][CH:17]=[C:16]([CH:20]([CH3:22])[CH3:21])[CH:15]=2)[C@H:10]([CH2:23][N:24]([C:31]2[CH:36]=[CH:35][C:34]([Cl:37])=[CH:33][CH:32]=2)[C:25]2[CH:30]=[CH:29][CH:28]=[CH:27][CH:26]=2)[CH2:9]1)=O)(C)(C)C. The catalyst class is: 393. (5) Reactant: [OH:1][CH:2]1[CH2:7][O:6][CH2:5][O:4][CH2:3]1.[C:8](=O)([O-:10])[O-:9].[Cs+].[Cs+].[NH2:14][C:15](=[O:58])[C:16]([CH3:57])([CH3:56])[CH2:17][NH:18][C:19]([C@H:21]([CH:53]([CH3:55])[CH3:54])[CH2:22][C@@H:23]1[O:27][CH2:26][N:25]([C:28]([O:30][CH2:31]Cl)=[O:29])[C@H:24]1[CH2:33][C@H:34]([CH2:38][C:39]1[CH:44]=[CH:43][C:42]([O:45][CH3:46])=[C:41]([O:47][CH2:48][CH2:49][CH2:50][O:51][CH3:52])[CH:40]=1)[CH:35]([CH3:37])[CH3:36])=[O:20]. Product: [NH2:14][C:15](=[O:58])[C:16]([CH3:57])([CH3:56])[CH2:17][NH:18][C:19]([C@H:21]([CH:53]([CH3:55])[CH3:54])[CH2:22][C@@H:23]1[O:27][CH2:26][N:25]([C:28]([O:30][CH2:31][O:10][C:8]([O:1][CH:2]2[CH2:7][O:6][CH2:5][O:4][CH2:3]2)=[O:9])=[O:29])[C@H:24]1[CH2:33][C@H:34]([CH2:38][C:39]1[CH:44]=[CH:43][C:42]([O:45][CH3:46])=[C:41]([O:47][CH2:48][CH2:49][CH2:50][O:51][CH3:52])[CH:40]=1)[CH:35]([CH3:37])[CH3:36])=[O:20]. The catalyst class is: 682. (6) Reactant: I[CH2:2][CH2:3][CH2:4][C:5]1[CH:10]=[CH:9][C:8]([O:11][CH2:12][C:13]2[CH:18]=[CH:17][CH:16]=[CH:15][CH:14]=2)=[CH:7][CH:6]=1.[NH:19]1[CH:23]=[CH:22][N:21]=[N:20]1.C(=O)([O-])[O-].[K+].[K+]. Product: [CH2:12]([O:11][C:8]1[CH:9]=[CH:10][C:5]([CH2:4][CH2:3][CH2:2][N:19]2[CH:23]=[CH:22][N:21]=[N:20]2)=[CH:6][CH:7]=1)[C:13]1[CH:18]=[CH:17][CH:16]=[CH:15][CH:14]=1. The catalyst class is: 3. (7) Reactant: [CH3:1][C:2]1[N:10]([CH:11]([C:13]2[CH:18]=[CH:17][CH:16]=[CH:15][CH:14]=2)[CH3:12])[C:9]2[C:4](=[N:5][CH:6]=[CH:7][CH:8]=2)[C:3]=1[C:19]([O:21]C)=[O:20].[OH-].[Li+].Cl. Product: [CH3:1][C:2]1[N:10]([CH:11]([C:13]2[CH:18]=[CH:17][CH:16]=[CH:15][CH:14]=2)[CH3:12])[C:9]2[C:4](=[N:5][CH:6]=[CH:7][CH:8]=2)[C:3]=1[C:19]([OH:21])=[O:20]. The catalyst class is: 24.